The task is: Predict the reaction yield, written as a fraction of the theoretical maximum amount of product (1.0 means a 100% yield; for example, 0.34 means a 34% yield).. This data is from Reaction yield outcomes from USPTO patents with 853,638 reactions. (1) The reactants are [C:1]([O:5][C:6]([N:8]1[CH2:12][C@@H:11](O)[CH2:10][C@@H:9]1[CH2:14][C:15]#[CH:16])=[O:7])([CH3:4])([CH3:3])[CH3:2].[C:17]1(P(C2C=CC=CC=2)C2C=CC=CC=2)C=CC=CC=1.[N:36]([C:44]([O:46][CH:47]([CH3:49])[CH3:48])=[O:45])=[N:36][C:44]([O:46][CH:47]([CH3:49])[CH3:48])=[O:45].C1C=CC(OP(OC2C=CC=CC=2)(N=[N+]=[N-])=O)=CC=1.O.C(OC(OC(OC(C)(C)C)=O)=O)(C)(C)C. The product is [C:1]([O:5][C:6]([N:8]1[CH2:12][C@H:11]([NH:36][C:44]([O:46][C:47]([CH3:49])([CH3:17])[CH3:48])=[O:45])[CH2:10][C@@H:9]1[CH2:14][C:15]#[CH:16])=[O:7])([CH3:4])([CH3:3])[CH3:2]. The catalyst is C(Cl)Cl.CN(C)C1C=CN=CC=1. The yield is 0.820. (2) The reactants are [CH2:1]([O:8][CH2:9][CH2:10]O)[C:2]1[CH:7]=[CH:6][CH:5]=[CH:4][CH:3]=1.C1C=CC(P(C2C=CC=CC=2)C2C=CC=CC=2)=CC=1.C1C(=O)N([Br:38])C(=O)C1. The catalyst is C(Cl)Cl. The product is [Br:38][CH2:10][CH2:9][O:8][CH2:1][C:2]1[CH:7]=[CH:6][CH:5]=[CH:4][CH:3]=1. The yield is 0.562. (3) The reactants are Br[C:2]1[C:10]([O:11][CH3:12])=[C:9]([C:13]([CH3:16])([CH3:15])[CH3:14])[CH:8]=[C:7]2[C:3]=1[CH2:4][CH:5]([CH3:18])[C:6]2=[O:17].[C:19]([C:23]1[CH:28]=[CH:27][C:26](B(O)O)=[CH:25][CH:24]=1)([CH3:22])([CH3:21])[CH3:20].C([O-])([O-])=O.[Na+].[Na+].C1C=CC(P(C2C=CC=CC=2)C2C=CC=CC=2)=CC=1. The catalyst is O.COCCOC.CC([O-])=O.CC([O-])=O.[Pd+2]. The product is [C:13]([C:9]1[CH:8]=[C:7]2[C:3]([CH2:4][CH:5]([CH3:18])[C:6]2=[O:17])=[C:2]([C:26]2[CH:27]=[CH:28][C:23]([C:19]([CH3:22])([CH3:21])[CH3:20])=[CH:24][CH:25]=2)[C:10]=1[O:11][CH3:12])([CH3:16])([CH3:15])[CH3:14]. The yield is 0.810. (4) The catalyst is S(=O)(=O)(O)O. The yield is 0.860. The product is [CH3:11][O:9][C:8](=[O:10])[CH:4]1[CH2:3][CH:2]([I:1])[CH2:7][CH2:6][NH:5]1. The reactants are [I:1][CH:2]1[CH2:7][CH2:6][NH:5][CH:4]([C:8]([OH:10])=[O:9])[CH2:3]1.[CH3:11]O.